Task: Regression/Classification. Given a drug SMILES string, predict its absorption, distribution, metabolism, or excretion properties. Task type varies by dataset: regression for continuous measurements (e.g., permeability, clearance, half-life) or binary classification for categorical outcomes (e.g., BBB penetration, CYP inhibition). Dataset: cyp2c19_veith.. Dataset: CYP2C19 inhibition data for predicting drug metabolism from PubChem BioAssay (1) The compound is O=C(CSc1nnc(-c2cccnc2)o1)Oc1ccccc1. The result is 0 (non-inhibitor). (2) The compound is O=c1c(-c2cc(F)cc(F)c2)nc2cnc(N3CCOCC3)nc2n1C[C@H]1CCCO1. The result is 0 (non-inhibitor).